From a dataset of Catalyst prediction with 721,799 reactions and 888 catalyst types from USPTO. Predict which catalyst facilitates the given reaction. (1) Reactant: F[C:2]1[CH:3]=CC(O[C@H]2CC[C@H](C(O)=O)CC2)=N[CH:7]=1.C(Cl)(=O)C(Cl)=O.COC(C1C=C(C=CC=1)O[C@H]1CC[C@H](C([N:40](C)[C:41]2[CH:61]=[CH:60][C:44]([CH2:45][N:46]3[CH2:51][CH2:50][N:49]([C:52]([O:54][C:55]([CH3:58])([CH3:57])[CH3:56])=[O:53])[C@@H:48](C)[CH2:47]3)=[C:43]([CH3:62])[CH:42]=2)=O)CC1)=O.C(N(CC)CC)C. Product: [CH:2]([NH:40][C:41]1[CH:61]=[CH:60][C:44]([CH2:45][N:46]2[CH2:47][CH2:48][N:49]([C:52]([O:54][C:55]([CH3:56])([CH3:57])[CH3:58])=[O:53])[CH2:50][CH2:51]2)=[C:43]([CH3:62])[CH:42]=1)([CH3:3])[CH3:7]. The catalyst class is: 120. (2) Reactant: [CH3:1][C:2]1[O:6][C:5]([CH:7]=O)=[CH:4][CH:3]=1.[NH2:9][C@H:10]([C:13]1[CH:18]=[CH:17][CH:16]=[CH:15][CH:14]=1)[CH2:11][OH:12]. Product: [CH3:1][C:2]1[O:6][C:5](/[CH:7]=[N:9]/[C@H:10]([C:13]2[CH:18]=[CH:17][CH:16]=[CH:15][CH:14]=2)[CH2:11][OH:12])=[CH:4][CH:3]=1. The catalyst class is: 1.